From a dataset of Catalyst prediction with 721,799 reactions and 888 catalyst types from USPTO. Predict which catalyst facilitates the given reaction. (1) Reactant: [N:1]1([C:8]([N:10]2[CH2:13][CH:12]([O:14][C:15]3[CH:16]=[CH:17][C:18]([C:21]([NH:23][CH3:24])=[O:22])=[N:19][CH:20]=3)[CH2:11]2)=[O:9])[CH2:7][CH2:6][CH2:5][NH:4][CH2:3][CH2:2]1.[CH2:25]=O. Product: [CH3:25][N:4]1[CH2:5][CH2:6][CH2:7][N:1]([C:8]([N:10]2[CH2:11][CH:12]([O:14][C:15]3[CH:16]=[CH:17][C:18]([C:21]([NH:23][CH3:24])=[O:22])=[N:19][CH:20]=3)[CH2:13]2)=[O:9])[CH2:2][CH2:3]1. The catalyst class is: 23. (2) Product: [F:8][C:4]1[CH:5]=[CH:6][CH:7]=[C:2]([F:1])[C:3]=1[C:9]1[NH:17][C:16]2[CH2:15][CH2:14][N:13]([C:18]3[N:19]([CH2:27][CH3:28])[N:20]=[C:21]([C:23]([F:26])([F:25])[F:24])[CH:22]=3)[C:12](=[O:30])[C:11]=2[CH:10]=1. The catalyst class is: 5. Reactant: [F:1][C:2]1[CH:7]=[CH:6][CH:5]=[C:4]([F:8])[C:3]=1[C:9]1[NH:17][C:16]2[CH2:15][CH2:14][N:13]([C:18]3[N:19]([CH2:27][CH3:28])[N:20]=[C:21]([C:23]([F:26])([F:25])[F:24])[CH:22]=3)[CH2:12][C:11]=2[CH:10]=1.C([O-])([O-])=[O:30].[K+].[K+]. (3) The catalyst class is: 44. Product: [Si:40]([O:47][C@@H:48]([CH3:73])[CH2:49][O:50][C:51]1[C:55]([CH3:56])=[C:54]([NH:57][C:58]([NH:30][C@H:12]2[C@H:11]([C:6]3[CH:7]=[CH:8][C:9]([F:10])=[C:4]([F:3])[CH:5]=3)[CH2:15][N:14]([C:16]3[CH:17]=[N:18][N:19]([CH2:21][C:22]4[CH:27]=[CH:26][C:25]([O:28][CH3:29])=[CH:24][CH:23]=4)[CH:20]=3)[CH2:13]2)=[O:59])[N:53]([C:67]2[CH:68]=[CH:69][CH:70]=[CH:71][CH:72]=2)[N:52]=1)([C:43]([CH3:46])([CH3:44])[CH3:45])([CH3:41])[CH3:42]. Reactant: Cl.Cl.[F:3][C:4]1[CH:5]=[C:6]([C@@H:11]2[CH2:15][N:14]([C:16]3[CH:17]=[N:18][N:19]([CH2:21][C:22]4[CH:27]=[CH:26][C:25]([O:28][CH3:29])=[CH:24][CH:23]=4)[CH:20]=3)[CH2:13][C@H:12]2[NH2:30])[CH:7]=[CH:8][C:9]=1[F:10].CCN(C(C)C)C(C)C.[Si:40]([O:47][C@@H:48]([CH3:73])[CH2:49][O:50][C:51]1[C:55]([CH3:56])=[C:54]([NH:57][C:58](=O)[O:59]C2C=CC=CC=2)[N:53]([C:67]2[CH:72]=[CH:71][CH:70]=[CH:69][CH:68]=2)[N:52]=1)([C:43]([CH3:46])([CH3:45])[CH3:44])([CH3:42])[CH3:41]. (4) Reactant: [C:1]([Cl:5])(Cl)(Cl)[Cl:2].[Cl:6][C:7]1[C:12]([CH3:13])=[CH:11][C:10]([C:14](=O)[C:15]([O:17][CH2:18][CH3:19])=[O:16])=[C:9]([F:21])[CH:8]=1.C1(P(C2C=CC=CC=2)C2C=CC=CC=2)C=CC=CC=1.O. Product: [Cl:2][C:1]([Cl:5])=[C:14]([C:10]1[CH:11]=[C:12]([CH3:13])[C:7]([Cl:6])=[CH:8][C:9]=1[F:21])[C:15]([O:17][CH2:18][CH3:19])=[O:16]. The catalyst class is: 4. (5) Reactant: [Br:1][C:2]1[S:14][C:13]2[C:12]3[CH:11]=[CH:10][C:9]([C:15]([O:17]C)=[O:16])=[CH:8][C:7]=3[NH:6][C:5](=[O:19])[C:4]=2[CH:3]=1.CO.C1COCC1.O.[Li+].[OH-]. Product: [Br:1][C:2]1[S:14][C:13]2[C:12]3[CH:11]=[CH:10][C:9]([C:15]([OH:17])=[O:16])=[CH:8][C:7]=3[NH:6][C:5](=[O:19])[C:4]=2[CH:3]=1. The catalyst class is: 6. (6) Reactant: [Cl:1][C:2]1[C:11]2[N:10]([CH3:12])[O:9][C@H:8]3[NH:13][C@H:14]([C:16]([O:18][C@@H:19]4[C@:28]5([OH:29])[C@@H:23]([C@H:24]([CH:31]([CH3:33])[CH3:32])[CH2:25][CH2:26][CH:27]5[CH3:30])[CH:22]=[C:21]([CH3:34])[CH:20]4[OH:35])=[O:17])[CH2:15][C@@:7]3([OH:36])[C:6]=2[CH:5]=[CH:4][CH:3]=1.Cl[C:38]([O:40][C:41]([CH3:43])=[CH2:42])=[O:39]. Product: [Cl:1][C:2]1[C:11]2[N:10]([CH3:12])[O:9][C@H:8]3[NH:13][C@H:14]([C:16]([O:18][C@@H:19]4[C@:28]5([OH:29])[C@@H:23]([C@H:24]([CH:31]([CH3:32])[CH3:33])[CH2:25][CH2:26][C@H:27]5[CH3:30])[CH:22]=[C:21]([CH3:34])[C@H:20]4[O:35][C:38]([O:40][C:41]([CH3:43])=[CH2:42])=[O:39])=[O:17])[CH2:15][C@@:7]3([OH:36])[C:6]=2[CH:5]=[CH:4][CH:3]=1. The catalyst class is: 119. (7) Reactant: C([O:3][C:4](=O)[CH2:5][N:6]1[C:10]2[CH:11]=[C:12]([Cl:16])[C:13]([Cl:15])=[CH:14][C:9]=2[N:8]=[C:7]1[CH2:17][C:18]([F:21])([F:20])[F:19])C.CC(C[AlH]CC(C)C)C. Product: [Cl:15][C:13]1[C:12]([Cl:16])=[CH:11][C:10]2[N:6]([CH2:5][CH2:4][OH:3])[C:7]([CH2:17][C:18]([F:19])([F:20])[F:21])=[N:8][C:9]=2[CH:14]=1. The catalyst class is: 11.